Dataset: Full USPTO retrosynthesis dataset with 1.9M reactions from patents (1976-2016). Task: Predict the reactants needed to synthesize the given product. (1) Given the product [Br:1][C:2]1[C:3]2[N:4]([C:10]([C:11]3[CH:16]=[CH:15][C:14]([F:17])=[CH:13][CH:12]=3)=[N:9][CH:8]=2)[CH:5]=[CH:6][CH:7]=1, predict the reactants needed to synthesize it. The reactants are: [Br:1][C:2]1[C:3]([CH2:8][NH:9][C:10](=O)[C:11]2[CH:16]=[CH:15][C:14]([F:17])=[CH:13][CH:12]=2)=[N:4][CH:5]=[CH:6][CH:7]=1.O.C(=O)([O-])[O-].[K+].[K+]. (2) The reactants are: C(=O)([O-])[O-].[Ca+2].[C:6]([O:10][C:11]([N:13]1[CH2:16][CH:15]([CH2:17][O:18][C:19]2[CH:24]=[CH:23][C:22]([C:25]3[C:30]([Cl:31])=[CH:29][C:28]([NH2:32])=[CH:27][C:26]=3[Cl:33])=[CH:21][CH:20]=2)[CH2:14]1)=[O:12])([CH3:9])([CH3:8])[CH3:7].[C:34](Cl)(Cl)=[S:35].Cl. Given the product [C:6]([O:10][C:11]([N:13]1[CH2:14][CH:15]([CH2:17][O:18][C:19]2[CH:20]=[CH:21][C:22]([C:25]3[C:26]([Cl:33])=[CH:27][C:28]([N:32]=[C:34]=[S:35])=[CH:29][C:30]=3[Cl:31])=[CH:23][CH:24]=2)[CH2:16]1)=[O:12])([CH3:9])([CH3:7])[CH3:8], predict the reactants needed to synthesize it.